From a dataset of NCI-60 drug combinations with 297,098 pairs across 59 cell lines. Regression. Given two drug SMILES strings and cell line genomic features, predict the synergy score measuring deviation from expected non-interaction effect. Drug 1: C1CCN(CC1)CCOC2=CC=C(C=C2)C(=O)C3=C(SC4=C3C=CC(=C4)O)C5=CC=C(C=C5)O. Drug 2: CC(CN1CC(=O)NC(=O)C1)N2CC(=O)NC(=O)C2. Cell line: U251. Synergy scores: CSS=25.0, Synergy_ZIP=-6.31, Synergy_Bliss=-2.40, Synergy_Loewe=0.0867, Synergy_HSA=-0.110.